This data is from Catalyst prediction with 721,799 reactions and 888 catalyst types from USPTO. The task is: Predict which catalyst facilitates the given reaction. (1) Reactant: Cl.[NH2:2][CH2:3][C:4]1[CH:5]=[CH:6][C:7]([F:37])=[C:8]([CH:10]2[CH2:15][CH2:14][N:13]([C:16]([C:18]3[C:26]4[C:21](=[C:22]([F:32])[CH:23]=[CH:24][C:25]=4[O:27][C:28]([F:31])([F:30])[F:29])[N:20]([CH2:33][CH2:34][O:35][CH3:36])[CH:19]=3)=[O:17])[CH2:12][CH2:11]2)[CH:9]=1.[NH:38]([C:46]([O:48][C:49]([CH3:52])([CH3:51])[CH3:50])=[O:47])[C@H:39]([C:43](O)=[O:44])[CH:40]([CH3:42])[CH3:41].CCN=C=NCCCN(C)C.C1C=CC2N(O)N=NC=2C=1.CCN(CC)CC. Product: [C:49]([O:48][C:46](=[O:47])[NH:38][C@H:39]([C:43](=[O:44])[NH:2][CH2:3][C:4]1[CH:5]=[CH:6][C:7]([F:37])=[C:8]([CH:10]2[CH2:15][CH2:14][N:13]([C:16]([C:18]3[C:26]4[C:21](=[C:22]([F:32])[CH:23]=[CH:24][C:25]=4[O:27][C:28]([F:31])([F:29])[F:30])[N:20]([CH2:33][CH2:34][O:35][CH3:36])[CH:19]=3)=[O:17])[CH2:12][CH2:11]2)[CH:9]=1)[CH:40]([CH3:41])[CH3:42])([CH3:50])([CH3:52])[CH3:51]. The catalyst class is: 91. (2) Reactant: Cl.[NH:2]([C:4]1[CH:12]=[CH:11][CH:10]=[CH:9][C:5]=1[C:6]([OH:8])=[O:7])N.[CH3:13][C:14](=O)[CH2:15][CH3:16].Cl. Product: [CH3:13][C:14]1[NH:2][C:4]2[C:12]([C:15]=1[CH3:16])=[CH:11][CH:10]=[CH:9][C:5]=2[C:6]([OH:8])=[O:7]. The catalyst class is: 86. (3) Reactant: [CH:1]1([NH:4][C:5](=[O:23])[C:6]2[CH:11]=[C:10](B3OC(C)(C)C(C)(C)O3)[C:9]([CH3:21])=[C:8]([F:22])[CH:7]=2)[CH2:3][CH2:2]1.Br[C:25]1[CH:40]=[CH:39][C:28]2[N:29]([C:32]3[CH:37]=[CH:36][CH:35]=[CH:34][C:33]=3[Cl:38])[N:30]=[N:31][C:27]=2[CH:26]=1.C(=O)([O-])[O-].[Na+].[Na+].[OH-].[Na+]. Product: [Cl:38][C:33]1[CH:34]=[CH:35][CH:36]=[CH:37][C:32]=1[N:29]1[C:28]2[CH:39]=[CH:40][C:25]([C:10]3[CH:11]=[C:6]([CH:7]=[C:8]([F:22])[C:9]=3[CH3:21])[C:5]([NH:4][CH:1]3[CH2:2][CH2:3]3)=[O:23])=[CH:26][C:27]=2[N:31]=[N:30]1. The catalyst class is: 77.